The task is: Predict the reactants needed to synthesize the given product.. This data is from Full USPTO retrosynthesis dataset with 1.9M reactions from patents (1976-2016). Given the product [S:36]1[C:37]2[CH:42]=[CH:41][CH:40]=[CH:39][C:38]=2[C:34]([CH:31]([NH:5][CH2:6][C@@H:7]2[C@@H:11]([C:12]3[CH:13]=[CH:14][CH:15]=[CH:16][CH:17]=3)[CH2:10][N:9]([C:18]([O:20][C:21]3[CH:22]=[CH:23][C:24]([C:27]([O:29][CH3:30])=[O:28])=[CH:25][CH:26]=3)=[O:19])[CH2:8]2)[CH3:32])=[CH:35]1, predict the reactants needed to synthesize it. The reactants are: ClC(Cl)C.[NH2:5][CH2:6][C@@H:7]1[C@@H:11]([C:12]2[CH:17]=[CH:16][CH:15]=[CH:14][CH:13]=2)[CH2:10][N:9]([C:18]([O:20][C:21]2[CH:26]=[CH:25][C:24]([C:27]([O:29][CH3:30])=[O:28])=[CH:23][CH:22]=2)=[O:19])[CH2:8]1.[C:31]([C:34]1[C:38]2[CH:39]=[CH:40][CH:41]=[CH:42][C:37]=2[S:36][CH:35]=1)(=O)[CH3:32].[BH4-].[Na+].